Dataset: Full USPTO retrosynthesis dataset with 1.9M reactions from patents (1976-2016). Task: Predict the reactants needed to synthesize the given product. (1) The reactants are: [OH:1][C:2]1[CH:3]=[C:4]2[C:9](=[CH:10][CH:11]=1)[N:8]=[C:7]([C:12]([O:14]C)=[O:13])[CH:6]=[CH:5]2.C(=O)([O-])[O-].[Cs+].[Cs+].Cl[C:23]1[CH:28]=[CH:27][C:26]([CH:29]([F:31])[F:30])=[CH:25][N:24]=1.O.[OH-].[Li+].Cl. Given the product [F:30][CH:29]([F:31])[C:26]1[CH:27]=[CH:28][C:23]([O:1][C:2]2[CH:3]=[C:4]3[C:9](=[CH:10][CH:11]=2)[N:8]=[C:7]([C:12]([OH:14])=[O:13])[CH:6]=[CH:5]3)=[N:24][CH:25]=1, predict the reactants needed to synthesize it. (2) The reactants are: [CH3:1][C@@H:2]1[CH2:7][CH2:6][C@H:5]([NH:8][C:9]2[N:10]=[CH:11][C:12]3[C:17]([CH:18]=2)=[CH:16][CH:15]=[C:14]([CH:19]=[O:20])[CH:13]=3)[CH2:4][CH2:3]1.C1C(=O)N([Cl:28])C(=O)C1.C(O)(C(F)(F)F)=O. Given the product [Cl:28][C:18]1[C:17]2[C:12](=[CH:13][C:14]([CH:19]=[O:20])=[CH:15][CH:16]=2)[CH:11]=[N:10][C:9]=1[NH:8][C@H:5]1[CH2:4][CH2:3][C@@H:2]([CH3:1])[CH2:7][CH2:6]1, predict the reactants needed to synthesize it. (3) Given the product [CH:10]([N:6]1[CH2:7][CH2:8][CH:3]([C:1]#[N:2])[CH2:4][CH2:5]1)([CH3:12])[CH3:9], predict the reactants needed to synthesize it. The reactants are: [C:1]([CH:3]1[CH2:8][CH2:7][NH:6][CH2:5][CH2:4]1)#[N:2].[CH3:9][C:10]([CH3:12])=O.C(O)(=O)C.C([BH3-])#N.[Na+]. (4) The reactants are: [F:1][CH2:2][CH2:3][CH2:4][O:5][C:6]1[CH:11]=[CH:10][C:9]([C:12]2[N:13]=[C:14]3[CH:19]=[CH:18][C:17]([O:20]COC)=[CH:16][N:15]3[CH:24]=2)=[CH:8][CH:7]=1.Cl.O. Given the product [F:1][CH2:2][CH2:3][CH2:4][O:5][C:6]1[CH:11]=[CH:10][C:9]([C:12]2[N:13]=[C:14]3[CH:19]=[CH:18][C:17]([OH:20])=[CH:16][N:15]3[CH:24]=2)=[CH:8][CH:7]=1, predict the reactants needed to synthesize it. (5) The reactants are: [N:1]1([CH2:5][CH2:6][N:7]2[CH:11]=[C:10]([C:12]3[CH:17]=[CH:16][N:15]=[C:14]([C:18]([F:21])([F:20])[F:19])[CH:13]=3)[N:9]=[C:8]2[CH:22]2[CH2:27][CH2:26][N:25]([C:28]3[N:33]=[CH:32][N:31]=[C:30]([NH2:34])[C:29]=3[O:35][CH3:36])[CH2:24][CH2:23]2)[CH2:4][CH2:3][CH2:2]1.ClC1N=CN=C(N)C=1OC[C:47]([F:50])([F:49])[F:48]. Given the product [N:1]1([CH2:5][CH2:6][N:7]2[CH:11]=[C:10]([C:12]3[CH:17]=[CH:16][N:15]=[C:14]([C:18]([F:19])([F:20])[F:21])[CH:13]=3)[N:9]=[C:8]2[CH:22]2[CH2:27][CH2:26][N:25]([C:28]3[N:33]=[CH:32][N:31]=[C:30]([NH2:34])[C:29]=3[O:35][CH2:36][C:47]([F:50])([F:49])[F:48])[CH2:24][CH2:23]2)[CH2:4][CH2:3][CH2:2]1, predict the reactants needed to synthesize it. (6) Given the product [CH2:1]([O:8][C:9]1[N:10]=[CH:11][C:12]([C:15](=[O:16])[CH2:17][Br:20])=[N:13][CH:14]=1)[C:2]1[CH:7]=[CH:6][CH:5]=[CH:4][CH:3]=1, predict the reactants needed to synthesize it. The reactants are: [CH2:1]([O:8][C:9]1[CH:14]=[N:13][C:12]([C:15]([O:17]CC)=[CH2:16])=[CH:11][N:10]=1)[C:2]1[CH:7]=[CH:6][CH:5]=[CH:4][CH:3]=1.[Br:20]N1C(=O)CCC1=O. (7) Given the product [CH2:49]([C:48](=[CH:53][CH2:52][C:4]1[C:5]([O:14][CH2:15][CH2:16][Si:17]([CH3:18])([CH3:20])[CH3:19])=[C:6]2[C:10](=[C:11]([CH3:12])[C:3]=1[CH2:1][CH3:2])[CH2:9][O:8][C:7]2=[O:13])[CH:54]=[O:33])[CH3:50], predict the reactants needed to synthesize it. The reactants are: [CH2:1]([C:3]1[C:11]([CH3:12])=[C:10]2[C:6]([C:7](=[O:13])[O:8][CH2:9]2)=[C:5]([O:14][CH2:15][CH2:16][Si:17]([CH3:20])([CH3:19])[CH3:18])[C:4]=1CC=O)[CH3:2].C1(P(C2C=CC=CC=2)(C2C=CC=CC=2)=C(CC)C=[O:33])C=CC=CC=1.[C:48]1([CH3:54])[CH:53]=[CH:52]C=[CH:50][CH:49]=1.